Task: Predict the product of the given reaction.. Dataset: Forward reaction prediction with 1.9M reactions from USPTO patents (1976-2016) (1) The product is: [Cl:22][C:20]1[C:19]([O:23][C@H:24]2[CH2:28][CH2:27][CH2:26][C@@H:25]2[C:29]2[N:33]([CH3:34])[N:32]=[CH:31][CH:30]=2)=[CH:18][C:17]([F:35])=[C:16]([S:13]([NH:7][C:8]2[N:9]=[CH:10][S:11][CH:12]=2)(=[O:15])=[O:14])[CH:21]=1. Given the reactants C(OC(=O)[N:7]([S:13]([C:16]1[CH:21]=[C:20]([Cl:22])[C:19]([O:23][C@H:24]2[CH2:28][CH2:27][CH2:26][C@@H:25]2[C:29]2[N:33]([CH3:34])[N:32]=[CH:31][CH:30]=2)=[CH:18][C:17]=1[F:35])(=[O:15])=[O:14])[C:8]1[N:9]=[CH:10][S:11][CH:12]=1)(C)(C)C.FC(F)(F)C(O)=O, predict the reaction product. (2) Given the reactants [CH3:1][N:2]1[C:14]2[CH2:13][CH2:12][C@@H:11]([CH:15]3[CH2:20][CH2:19][O:18][CH2:17][CH2:16]3)[CH2:10][C:9]=2[C:8]2[C:3]1=[CH:4][CH:5]=[C:6]([C:21]([O:23]C)=[O:22])[CH:7]=2.[OH-].[Li+], predict the reaction product. The product is: [CH3:1][N:2]1[C:14]2[CH2:13][CH2:12][C@@H:11]([CH:15]3[CH2:16][CH2:17][O:18][CH2:19][CH2:20]3)[CH2:10][C:9]=2[C:8]2[C:3]1=[CH:4][CH:5]=[C:6]([C:21]([OH:23])=[O:22])[CH:7]=2. (3) Given the reactants [CH2:1]([O:3][C:4]([C:6]1(CC=C)[CH2:11][CH2:10][CH2:9][CH:8]([C:12]([O:14][CH2:15][CH3:16])=[O:13])[CH2:7]1)=[O:5])[CH3:2].C(=O)([O-])[O-:21].[K+].[K+].N12CCC(CC1)CC2.S([O-])([O-])=O.[Na+].[Na+].[C:40]([OH:44])(C)([CH3:42])[CH3:41], predict the reaction product. The product is: [CH2:1]([O:3][C:4]([C:6]1([CH2:41][CH:40]([OH:44])[CH2:42][OH:21])[CH2:11][CH2:10][CH2:9][CH:8]([C:12]([O:14][CH2:15][CH3:16])=[O:13])[CH2:7]1)=[O:5])[CH3:2]. (4) Given the reactants [C:1]([NH:5][C:6]([C:8]1[C:16]2[C:11](=[N:12][CH:13]=[C:14]([C:17]3[C:25]4[C:20](=[CH:21][CH:22]=[C:23]([O:26][CH:27]([F:29])[F:28])[CH:24]=4)[N:19]([CH2:30][C:31](=[O:43])[N:32]4[CH2:37][CH2:36][N:35]([CH2:38][C:39]([F:42])([F:41])[F:40])[CH2:34][CH2:33]4)[N:18]=3)[N:15]=2)[N:10](COCC[Si](C)(C)C)[CH:9]=1)=[O:7])([CH3:4])([CH3:3])[CH3:2].FC(F)(F)C(O)=O, predict the reaction product. The product is: [C:1]([NH:5][C:6]([C:8]1[C:16]2[C:11](=[N:12][CH:13]=[C:14]([C:17]3[C:25]4[C:20](=[CH:21][CH:22]=[C:23]([O:26][CH:27]([F:28])[F:29])[CH:24]=4)[N:19]([CH2:30][C:31](=[O:43])[N:32]4[CH2:37][CH2:36][N:35]([CH2:38][C:39]([F:40])([F:41])[F:42])[CH2:34][CH2:33]4)[N:18]=3)[N:15]=2)[NH:10][CH:9]=1)=[O:7])([CH3:4])([CH3:2])[CH3:3]. (5) Given the reactants C(OC([NH:8][C@H:9](C(O)=O)[CH2:10]C1N=CNC=1)=O)(C)(C)C.[OH:19][C:20]1[C:28]2N=NN[C:24]=2[CH:23]=[CH:22][CH:21]=1.[CH:29](N=C=NC(C)C)(C)C, predict the reaction product. The product is: [CH3:29][O:19][C:20]1[CH:21]=[CH:22][CH:23]=[CH:24][C:28]=1[C@@H:9]([NH2:8])[CH3:10]. (6) Given the reactants C([O:5][C:6]([C@H:8]1[CH2:12][CH2:11][CH2:10][N:9]1[C:13](=[O:38])[CH2:14][O:15][C:16]1[CH:21]=[CH:20][CH:19]=[C:18]([O:22][CH2:23][C:24]([N:26]2[CH2:30][CH2:29][CH2:28][C@@H:27]2[C:31]([O:33]C(C)(C)C)=[O:32])=[O:25])[CH:17]=1)=[O:7])(C)(C)C, predict the reaction product. The product is: [C:31]([C@H:27]1[CH2:28][CH2:29][CH2:30][N:26]1[C:24](=[O:25])[CH2:23][O:22][C:18]1[CH:17]=[C:16]([CH:21]=[CH:20][CH:19]=1)[O:15][CH2:14][C:13]([N:9]1[CH2:10][CH2:11][CH2:12][C@@H:8]1[C:6]([OH:7])=[O:5])=[O:38])([OH:33])=[O:32]. (7) Given the reactants [Cl:1][C:2]1[N:3]=[N:4][CH:5]=[C:6](Cl)[CH:7]=1.[NH:9]1[CH2:14][CH2:13][O:12][CH2:11][CH2:10]1, predict the reaction product. The product is: [CH3:11][OH:12].[NH4+:3].[OH-:12].[Cl:1][C:2]1[N:3]=[N:4][CH:5]=[C:6]([N:9]2[CH2:14][CH2:13][O:12][CH2:11][CH2:10]2)[CH:7]=1.